Dataset: Full USPTO retrosynthesis dataset with 1.9M reactions from patents (1976-2016). Task: Predict the reactants needed to synthesize the given product. (1) The reactants are: [H-].[Na+].[NH2:3][C:4]1[S:5][C:6]([C:10](=[O:12])[CH3:11])=[C:7]([CH3:9])[N:8]=1.[C:13](=O)([O:21]C1C=CC=CC=1)[O:14][C:15]1[CH:20]=[CH:19][CH:18]=[CH:17][CH:16]=1. Given the product [C:10]([C:6]1[S:5][C:4]([NH:3][C:13](=[O:21])[O:14][C:15]2[CH:20]=[CH:19][CH:18]=[CH:17][CH:16]=2)=[N:8][C:7]=1[CH3:9])(=[O:12])[CH3:11], predict the reactants needed to synthesize it. (2) The reactants are: [OH:1][N:2]=[C:3]([C:5]1[CH:10]=[CH:9][C:8]([CH2:11][N:12]2[C:20]3[C:15](=[CH:16][CH:17]=[CH:18][CH:19]=3)[C:14]3([CH2:24][O:23][C:22]4[CH:25]=[C:26]5[C:30](=[CH:31][C:21]3=4)[CH2:29][CH2:28][O:27]5)[C:13]2=[O:32])=[CH:7][CH:6]=1)[NH2:4].[F:33][C:34]([F:45])([F:44])[C:35](O[C:35](=O)[C:34]([F:45])([F:44])[F:33])=O. Given the product [F:33][C:34]([F:45])([F:44])[C:35]1[O:1][N:2]=[C:3]([C:5]2[CH:10]=[CH:9][C:8]([CH2:11][N:12]3[C:20]4[C:15](=[CH:16][CH:17]=[CH:18][CH:19]=4)[C:14]4([CH2:24][O:23][C:22]5[CH:25]=[C:26]6[C:30](=[CH:31][C:21]4=5)[CH2:29][CH2:28][O:27]6)[C:13]3=[O:32])=[CH:7][CH:6]=2)[N:4]=1, predict the reactants needed to synthesize it. (3) The reactants are: O=[C:2]1[CH2:7][CH2:6][N:5]([C:8]2[CH:13]=[CH:12][C:11]([N:14]3[CH2:18][C@H:17]([CH2:19][NH:20][C:21](=[O:23])[CH3:22])[O:16][C:15]3=[O:24])=[CH:10][C:9]=2[F:25])[CH2:4][CH2:3]1.[C-:26]#[N:27].[Na+].[C:29]([C:31]1[CH:37]=[CH:36][C:34]([NH2:35])=[CH:33][CH:32]=1)#[N:30]. Given the product [C:29]([C:31]1[CH:37]=[CH:36][C:34]([NH:35][C:2]2([C:26]#[N:27])[CH2:7][CH2:6][N:5]([C:8]3[CH:13]=[CH:12][C:11]([N:14]4[CH2:18][C@H:17]([CH2:19][NH:20][C:21](=[O:23])[CH3:22])[O:16][C:15]4=[O:24])=[CH:10][C:9]=3[F:25])[CH2:4][CH2:3]2)=[CH:33][CH:32]=1)#[N:30], predict the reactants needed to synthesize it. (4) The reactants are: [Br:1][C:2]1[CH:7]=[CH:6][CH:5]=[C:4]([CH2:8]Cl)[N:3]=1.[CH3:10][O:11][C:12](=[O:24])[CH2:13][CH2:14][CH:15]1[CH2:20][CH2:19][N:18]([C:21](=[S:23])[NH2:22])[CH2:17][CH2:16]1.[CH3:25]OC(OC)N(C)C.C(N(CC)CC)C. Given the product [CH3:10][O:11][C:12](=[O:24])[CH2:13][CH2:14][CH:15]1[CH2:20][CH2:19][N:18]([C:21]2[S:23][C:8]([C:4]3[CH:5]=[CH:6][CH:7]=[C:2]([Br:1])[N:3]=3)=[CH:25][N:22]=2)[CH2:17][CH2:16]1, predict the reactants needed to synthesize it.